Regression. Given a peptide amino acid sequence and an MHC pseudo amino acid sequence, predict their binding affinity value. This is MHC class II binding data. From a dataset of Peptide-MHC class II binding affinity with 134,281 pairs from IEDB. (1) The peptide sequence is DEALRGFLLYAGFAE. The MHC is DRB1_0101 with pseudo-sequence DRB1_0101. The binding affinity (normalized) is 0.934. (2) The peptide sequence is EFIPMKSSWGAIWRI. The MHC is DRB1_0701 with pseudo-sequence DRB1_0701. The binding affinity (normalized) is 0.470. (3) The peptide sequence is ENVLISPVSILSTLS. The MHC is DRB1_1501 with pseudo-sequence DRB1_1501. The binding affinity (normalized) is 0.376. (4) The peptide sequence is PARLFKAFVLDSDNL. The MHC is DRB1_1501 with pseudo-sequence DRB1_1501. The binding affinity (normalized) is 0.765. (5) The peptide sequence is IRDKVQKEYALFYKLDVV. The MHC is HLA-DPA10201-DPB10101 with pseudo-sequence HLA-DPA10201-DPB10101. The binding affinity (normalized) is 0.568. (6) The peptide sequence is GRRYELETNLQHRDG. The MHC is DRB1_0405 with pseudo-sequence DRB1_0405. The binding affinity (normalized) is 0.648. (7) The peptide sequence is IEPIVATNWQKLEAFWHKHM. The MHC is DRB1_0401 with pseudo-sequence DRB1_0401. The binding affinity (normalized) is 0.333. (8) The peptide sequence is KNLIPSSASPWSWPD. The MHC is DRB4_0103 with pseudo-sequence DRB4_0103. The binding affinity (normalized) is 0.347. (9) The peptide sequence is NQPDSSRATQPAAEF. The MHC is DRB1_0101 with pseudo-sequence DRB1_0101. The binding affinity (normalized) is 0.208. (10) The peptide sequence is LTKRQDKLCGSLIGM. The MHC is DRB5_0101 with pseudo-sequence DRB5_0101. The binding affinity (normalized) is 0.545.